This data is from Full USPTO retrosynthesis dataset with 1.9M reactions from patents (1976-2016). The task is: Predict the reactants needed to synthesize the given product. (1) Given the product [Cl:31][C:32]1[C:40]([N+:41]([O-:43])=[O:42])=[CH:39][CH:38]=[CH:37][C:33]=1[C:34]([NH:12][C:11]1[C:10]([Br:9])=[CH:16][C:15]([C:17]([F:29])([C:22]([F:27])([F:28])[C:23]([F:24])([F:25])[F:26])[C:18]([F:19])([F:20])[F:21])=[CH:14][C:13]=1[Br:30])=[O:35], predict the reactants needed to synthesize it. The reactants are: CN1C(=O)N(C)CC1.[Br:9][C:10]1[CH:16]=[C:15]([C:17]([F:29])([C:22]([F:28])([F:27])[C:23]([F:26])([F:25])[F:24])[C:18]([F:21])([F:20])[F:19])[CH:14]=[C:13]([Br:30])[C:11]=1[NH2:12].[Cl:31][C:32]1[C:40]([N+:41]([O-:43])=[O:42])=[CH:39][CH:38]=[CH:37][C:33]=1[C:34](Cl)=[O:35].O. (2) The reactants are: [Br:1][C:2]1[CH:3]=[N:4][C:5]2[N:6]([N:8]=[C:9]([C:11]([OH:13])=O)[CH:10]=2)[CH:7]=1.[O:14]1[CH:18]=[CH:17][C:16]([C:19]2[CH:28]=[C:27]3[C:22]([CH2:23][CH2:24][NH:25][CH:26]3[CH3:29])=[CH:21][CH:20]=2)=[CH:15]1. Given the product [Br:1][C:2]1[CH:3]=[N:4][C:5]2[N:6]([N:8]=[C:9]([C:11]([N:25]3[CH2:24][CH2:23][C:22]4[C:27](=[CH:28][C:19]([C:16]5[CH:17]=[CH:18][O:14][CH:15]=5)=[CH:20][CH:21]=4)[CH:26]3[CH3:29])=[O:13])[CH:10]=2)[CH:7]=1, predict the reactants needed to synthesize it.